From a dataset of Full USPTO retrosynthesis dataset with 1.9M reactions from patents (1976-2016). Predict the reactants needed to synthesize the given product. (1) Given the product [Si:17]([O:18][CH2:19][C@H:20]([OH:21])[CH2:22][CH2:5][C:4]#[C:3][Si:2]([CH3:7])([CH3:6])[CH3:1])([C:13]([CH3:16])([CH3:15])[CH3:14])([CH3:24])[CH3:23], predict the reactants needed to synthesize it. The reactants are: [CH3:1][Si:2]([CH3:7])([CH3:6])[C:3]#[C:4][CH3:5].C([Li])(CC)C.[C:13]([Si:17]([CH3:24])([CH3:23])[O:18][CH2:19][C@H:20]1[CH2:22][O:21]1)([CH3:16])([CH3:15])[CH3:14]. (2) Given the product [Cl:32][C:21]1[CH:20]=[C:19]([NH:18][NH:26][C:41](=[O:42])[CH:40]([CH:37]2[CH2:36][CH2:35][N:34]([CH3:33])[CH2:39][CH2:38]2)[C:44]2[C:53]3[C:48](=[CH:49][CH:50]=[CH:51][CH:52]=3)[CH:47]=[CH:46][CH:45]=2)[CH:24]=[C:54]([Cl:56])[CH:22]=1, predict the reactants needed to synthesize it. The reactants are: CCN(C(C)C)C(C)C.CN(C(O[N:18]1[N:26]=N[C:20]2[CH:21]=[CH:22]C=[CH:24][C:19]1=2)=[N+](C)C)C.[B-](F)(F)(F)F.[ClH:32].[CH3:33][N:34]1[CH2:39][CH2:38][CH:37]([CH:40]([C:44]2[C:53]3[C:48](=[CH:49][CH:50]=[CH:51][CH:52]=3)[CH:47]=[CH:46][CH:45]=2)[C:41](O)=[O:42])[CH2:36][CH2:35]1.[CH2:54]([Cl:56])Cl.